This data is from Full USPTO retrosynthesis dataset with 1.9M reactions from patents (1976-2016). The task is: Predict the reactants needed to synthesize the given product. (1) Given the product [I:14][C:6]1[CH:7]=[CH:8][C:3]([C:2]([F:10])([F:11])[F:1])=[CH:4][C:5]=1[OH:9], predict the reactants needed to synthesize it. The reactants are: [F:1][C:2]([F:11])([F:10])[C:3]1[CH:4]=[C:5]([OH:9])[CH:6]=[CH:7][CH:8]=1.[H-].[Na+].[I:14]I.Cl. (2) The reactants are: [S:1]1[CH2:6][CH2:5][C:4](=[O:7])[CH2:3][CH2:2]1.[C:8]1([CH:15]=[CH:14][CH:13]=[C:11]([OH:12])[CH:10]=1)[OH:9].[OH-].[Na+].Cl. Given the product [OH:7][C:4]1([C:13]2[CH:14]=[CH:15][C:8]([OH:9])=[CH:10][C:11]=2[OH:12])[CH2:5][CH2:6][S:1][CH2:2][CH2:3]1, predict the reactants needed to synthesize it.